Dataset: Forward reaction prediction with 1.9M reactions from USPTO patents (1976-2016). Task: Predict the product of the given reaction. Given the reactants [NH2:1][C:2]1[N:10]=[CH:9][N:8]=[C:7]2[C:3]=1[N:4]=[C:5]([S:15][C:16]1[S:17][C:18]3[C:24]([Cl:25])=[CH:23][CH:22]=[CH:21][C:19]=3[N:20]=1)[N:6]2[CH2:11][CH2:12][CH2:13][OH:14].[S:26](Cl)(=[O:29])(=[O:28])[NH2:27].C(=O)([O-])[O-].[Ca+2], predict the reaction product. The product is: [NH2:1][C:2]1[N:10]=[CH:9][N:8]=[C:7]2[C:3]=1[N:4]=[C:5]([S:15][C:16]1[S:17][C:18]3[C:24]([Cl:25])=[CH:23][CH:22]=[CH:21][C:19]=3[N:20]=1)[N:6]2[CH2:11][CH2:12][CH2:13][O:14][S:26](=[O:29])(=[O:28])[NH2:27].